Dataset: hERG Central: cardiac toxicity at 1µM, 10µM, and general inhibition. Task: Predict hERG channel inhibition at various concentrations. The compound is Cc1ccc(C(=O)N2CCN(c3ccc(NC(=O)COc4ccccc4C)cc3)CC2)cc1. Results: hERG_inhib (hERG inhibition (general)): blocker.